Dataset: Full USPTO retrosynthesis dataset with 1.9M reactions from patents (1976-2016). Task: Predict the reactants needed to synthesize the given product. (1) The reactants are: [OH:1][C@H:2]([CH3:16])[CH2:3][NH:4][CH2:5][C@@H:6]([NH:8][C:9](=[O:15])[O:10][C:11]([CH3:14])([CH3:13])[CH3:12])[CH3:7].C(N(C(C)C)CC)(C)C.Cl[C:27]([O:29][CH2:30][C:31]1[CH:36]=[CH:35][CH:34]=[CH:33][CH:32]=1)=[O:28].Cl. Given the product [C:11]([O:10][C:9]([NH:8][C@@H:6]([CH3:7])[CH2:5][N:4]([CH2:3][C@H:2]([OH:1])[CH3:16])[C:27](=[O:28])[O:29][CH2:30][C:31]1[CH:36]=[CH:35][CH:34]=[CH:33][CH:32]=1)=[O:15])([CH3:14])([CH3:13])[CH3:12], predict the reactants needed to synthesize it. (2) Given the product [Cl:15][C:16]1[CH:17]=[C:18]([CH2:23][C:24]([N:26]2[CH:35]3[CH:30]([CH2:31][CH2:32][CH2:33][CH:34]3[N:36]3[CH2:40][CH2:39][CH2:38][CH2:37]3)[N:29]([CH2:9][C:6]3[CH:7]=[CH:8][C:3]([O:2][CH3:1])=[CH:4][CH:5]=3)[CH2:28][CH2:27]2)=[O:25])[CH:19]=[CH:20][C:21]=1[Cl:22], predict the reactants needed to synthesize it. The reactants are: [CH3:1][O:2][C:3]1[CH:4]=[CH:5][C:6]([CH:9]=O)=[CH:7][CH:8]=1.[BH3-]C#N.[Na+].[Cl:15][C:16]1[CH:17]=[C:18]([CH2:23][C:24]([N:26]2[CH:35]3[CH:30]([CH2:31][CH2:32][CH2:33][CH:34]3[N:36]3[CH2:40][CH2:39][CH2:38][CH2:37]3)[NH:29][CH2:28][CH2:27]2)=[O:25])[CH:19]=[CH:20][C:21]=1[Cl:22].C([O-])([O-])=O.[Na+].[Na+].